The task is: Predict the reaction yield, written as a fraction of the theoretical maximum amount of product (1.0 means a 100% yield; for example, 0.34 means a 34% yield).. This data is from Reaction yield outcomes from USPTO patents with 853,638 reactions. (1) The reactants are [NH:1]1[C:9]2[C:4](=[CH:5][CH:6]=[CH:7][CH:8]=2)[CH2:3][C:2]1=[O:10].[Li+].C[Si]([N-][Si](C)(C)C)(C)C.C1COCC1.[Br:26][C:27]1[CH:28]=[C:29]2[C:34](=[CH:35][CH:36]=1)[C:32](=O)[O:31][CH2:30]2.Cl. The catalyst is C(COC)OC.O.C1COCC1. The product is [Br:26][C:27]1[CH:28]=[C:29]2[C:34](=[CH:35][CH:36]=1)[C:32](=[C:3]1[C:4]3[C:9](=[CH:8][CH:7]=[CH:6][CH:5]=3)[NH:1][C:2]1=[O:10])[O:31][CH2:30]2. The yield is 0.770. (2) The reactants are [OH-].[K+].[CH2:3]([O:10][CH2:11][C:12]([NH:14][N:15]1[C:19]([C:20]([NH2:22])=[O:21])=[CH:18][N:17]=[CH:16]1)=O)[C:4]1[CH:9]=[CH:8][CH:7]=[CH:6][CH:5]=1. The catalyst is O.CCO. The product is [CH2:3]([O:10][CH2:11][C:12]1[NH:22][C:20](=[O:21])[C:19]2=[CH:18][N:17]=[CH:16][N:15]2[N:14]=1)[C:4]1[CH:9]=[CH:8][CH:7]=[CH:6][CH:5]=1. The yield is 0.710. (3) The reactants are [OH:1][C:2]1[CH:11]=[CH:10][C:5]2[C:6](=[O:9])[CH2:7][O:8][C:4]=2[C:3]=1[CH2:12][N:13]1[CH2:18][CH2:17][N:16]([C:19]([O:21][C:22]([CH3:25])([CH3:24])[CH3:23])=[O:20])[CH2:15][CH2:14]1.[F:26][C:27]([F:49])([F:48])[C:28]1[CH:33]=[CH:32][C:31]([S:34]([N:37]2[C:45]3[C:40](=[CH:41][CH:42]=[CH:43][CH:44]=3)[C:39]([CH:46]=O)=[CH:38]2)(=[O:36])=[O:35])=[CH:30][CH:29]=1.N1CCCCC1. The catalyst is CO. The product is [OH:1][C:2]1[CH:11]=[CH:10][C:5]2[C:6](=[O:9])/[C:7](=[CH:46]/[C:39]3[C:40]4[C:45](=[CH:44][CH:43]=[CH:42][CH:41]=4)[N:37]([S:34]([C:31]4[CH:32]=[CH:33][C:28]([C:27]([F:49])([F:26])[F:48])=[CH:29][CH:30]=4)(=[O:36])=[O:35])[CH:38]=3)/[O:8][C:4]=2[C:3]=1[CH2:12][N:13]1[CH2:14][CH2:15][N:16]([C:19]([O:21][C:22]([CH3:25])([CH3:24])[CH3:23])=[O:20])[CH2:17][CH2:18]1. The yield is 0.770. (4) The reactants are Cl.[NH2:2][C:3]1[CH:13]=[CH:12][C:6]([O:7][CH2:8][C:9]([OH:11])=[O:10])=[CH:5][CH:4]=1.Cl.[CH3:15]O. No catalyst specified. The product is [CH3:15][O:10][C:9](=[O:11])[CH2:8][O:7][C:6]1[CH:5]=[CH:4][C:3]([NH2:2])=[CH:13][CH:12]=1. The yield is 0.585. (5) The reactants are [F:1][C:2]1[CH:16]=[CH:15][C:5]([O:6][C:7]2[CH:14]=[CH:13][C:10]([CH:11]=O)=[CH:9][CH:8]=2)=[CH:4][CH:3]=1.[N+:17]([CH3:20])([O-:19])=[O:18].C([O-])(=O)C.[NH4+].[BH4-].[Na+]. The catalyst is O.C(O)(=O)C.CS(C)=O.C(OCC)(=O)C. The product is [F:1][C:2]1[CH:16]=[CH:15][C:5]([O:6][C:7]2[CH:14]=[CH:13][C:10]([CH2:11][CH2:20][N+:17]([O-:19])=[O:18])=[CH:9][CH:8]=2)=[CH:4][CH:3]=1. The yield is 0.526. (6) The reactants are Cl.[NH2:2][C:3]1[C:11]([OH:12])=[C:10]2[C:6]([CH2:7][CH2:8][CH:9]2[CH2:13][CH2:14][NH:15][C:16](=[O:18])[CH3:17])=[CH:5][CH:4]=1.[F:19][C:20]([F:31])([F:30])[C:21](O[C:21](=[O:22])[C:20]([F:31])([F:30])[F:19])=[O:22].O. The catalyst is N1C=CC=CC=1. The product is [C:16]([NH:15][CH2:14][CH2:13][CH:9]1[C:10]2[C:6](=[CH:5][CH:4]=[C:3]([NH:2][C:21](=[O:22])[C:20]([F:31])([F:30])[F:19])[C:11]=2[OH:12])[CH2:7][CH2:8]1)(=[O:18])[CH3:17]. The yield is 0.230.